This data is from Drug-target binding data from BindingDB using IC50 measurements. The task is: Regression. Given a target protein amino acid sequence and a drug SMILES string, predict the binding affinity score between them. We predict pIC50 (pIC50 = -log10(IC50 in M); higher means more potent). Dataset: bindingdb_ic50. (1) The pIC50 is 7.6. The small molecule is CN(Cc1cnc2nc(N)nc(N)c2n1)c1ccc(C(=O)N[C@@H](CCC(=O)O)C(=O)O)cc1. The target protein sequence is MIVSFMVAMDENRVIGKDNNLPWRLPSELQYVKKTTMGHPLIMGRKNYEAIGRPLPGRRNIIVTRNEGYHVEGCEVVHSVEEVFELCKNEEEIFIFGGAQIYDLFLPYVDKLYITKIHHAFEGDTFFPEIDMTNWKEIFVEKGLTDEKNPYTYYYHVYEKQQ. (2) The drug is O=C(/C=C/c1ccc(O)cc1)c1ccccc1O. The target protein (P48061) has sequence MNAKVVVVLVLVLTALCLSDGKPVSLSYRCPCRFFESHVARANVKHLKILNTPNCALQIVARLKNNNRQVCIDPKLKWIQEYLEKALNKRFKM. The pIC50 is 4.6. (3) The small molecule is COc1cccc(-c2nc(C(=O)N(CC(=O)O)Cc3ccccn3)c(C)o2)c1. The target protein (P0A9J6) has sequence MQNAGSLVVLGSINADHILNLQSFPTPGETVTGNHYQVAFGGKGANQAVAAGRSGANIAFIACTGDDSIGESVRQQLATDNIDITPVSVIKGESTGVALIFVNGEGENVIGIHAGANAALSPALVEAQRERIANASALLMQLESPLESVMAAAKIAHQNKTIVALNPAPARELPDELLALVDIITPNETEAEKLTGIRVENDEDAAKAAQVLHEKGIRTVLITLGSRGVWASVNGEGQRVPGFRVQAVDTIAAGDTFNGALITALLEEKPLPEAIRFAHAAAAIAVTRKGAQPSVPWREEIDAFLDRQR. The pIC50 is 3.5. (4) The pIC50 is 8.1. The target protein (P09114) has sequence MAAAAAAPSPSFSKTLSSSSSKSSTLLPRSTFPFPHHPHKTTPPPLHLTPTHIHSQRRRFTISNVISTTQKVSETQKAETFVSRFAPDEPRKGSDVLVEALEREGVTDVFAYPGGASMEIHQALTRSSIIRNVLPRHEQGGVFAAEGYARATGFPGVCIATSGPGATNLVSGLADALLDSVPIVAITGQVPRRMIGTDAFQETPIVEVTRSITKHNYLVMDVEDIPRVVREAFFLARSGRPGPVLIDVPKDIQQQLVIPDWDQPMRLPGYMSRLPKLPNEMLLEQIVRLISESKKPVLYVGGGCSQSSEELRRFVELTGIPVASTLMGLGAFPTGDELSLSMLGMHGTVYANYAVDSSDLLLAFGVRFDDRVTGKLEAFASRAKIVHIDIDSAEIGKNKQPHVSICADIKLALQGLNSILESKEGKLKLDFSAWRQELTVQKVKYPLNFKTFGDAIPPQYAIQVLDELTNGSAIISTGVGQHQMWAAQYYKYRKPRQWLT.... The small molecule is Cc1cc(C)n2nc(S(=O)(=O)Nc3c(F)ccc4cccnc34)nc2n1. (5) The small molecule is C[C@H](C[C@@H](O)[C@](C)(O)[C@H]1CC[C@@]2(O)C3=CC(=O)[C@@H]4C[C@@H](O)[C@@H](O)C[C@]4(C)[C@H]3CC[C@]12C)C(C)(C)O. The target protein (P34021) has sequence MKRRWSNNGGFMRLPEESSSEVTSSSNGLVLPSGVNMSPSSLDSHDYCDQDLWLCGNESGSFGGSNGHGLSQQQQSVITLAMHGCSSTLPAQTTIIPINGNANGNGGSTNGQYVPGATNLGALANGMLNGGFNGMQQQIQNGHGLINSTTPSTPTTPLHLQQNLGGAGGGGIGGMGILHHANGTPNGLIGVVGGGGGVGLGVGGGGVGGLGMQHTPRSDSVNSISSGRDDLSPSSSLNGYSANESCDAKKSKKGPAPRVQEELCLVCGDRASGYHYNALTCEGCKGFFRRSVTKSAVYCCKFGRACEMDMYMRRKCQECRLKKCLAVGMRPECVVPENQCAMKRREKKAQKEKDKMTTSPSSQHGGNGSLASGGGQDFVKKEILDLMTCEPPQHATIPLLPDEILAKCQARNIPSLTYNQLAVIYKLIWYQDGYEQPSEEDLRRIMSQPDENESQTDVSFRHITEITILTVQLIVEFAKGLPAFTKIPQEDQITLLKACS.... The pIC50 is 7.0. (6) The small molecule is COc1cc(CCOc2cc(O)c3c(=O)cc(C(=O)O)oc3c2)ccc1NC(=O)C(=O)O. The target protein (Q5E9B1) has sequence MATLKEKLIAPVAEEETRIPNNKITVVGVGQVGMACAISILGKSLTDELALVDVLEDKLKGEMMDLQHGSLFLQTPKIVADKDYSVTANSKIVVVTAGVRQQEGESRLNLVQRNVNVFKFIIPQIVKYSPDCIIIVVSNPVDILTYVTWKLSGLPKHRVIGSGCNLDSARFRYLMAEKLGIHPSSCHGWILGEHGDSSVAVWSGVNVAGVSLQELNPEMGTDNDSENWKEVHKMVVESAYEVIKLKGYTNWAIGLSVADLIESMLKNLSRIHPVSTMVKGMYGIENEVFLSLPCILNARGLTSVINQKLKDEEVAQLKKSADTLWGIQKDLKDL. The pIC50 is 3.6. (7) The compound is CC(F)Cn1c(C(C)C)nc(-c2ccc(F)cc2)c1-c1ccc2nc(NC(=O)c3ccnc(F)c3)cn2n1. The target protein (P48730) has sequence MELRVGNRYRLGRKIGSGSFGDIYLGTDIAAGEEVAIKLECVKTKHPQLHIESKIYKMMQGGVGIPTIRWCGAEGDYNVMVMELLGPSLEDLFNFCSRKFSLKTVLLLADQMISRIEYIHSKNFIHRDVKPDNFLMGLGKKGNLVYIIDFGLAKKYRDARTHQHIPYRENKNLTGTARYASINTHLGIEQSRRDDLESLGYVLMYFNLGSLPWQGLKAATKRQKYERISEKKMSTPIEVLCKGYPSEFATYLNFCRSLRFDDKPDYSYLRQLFRNLFHRQGFSYDYVFDWNMLKFGASRAADDAERERRDREERLRHSRNPATRGLPSTASGRLRGTQEVAPPTPLTPTSHTANTSPRPVSGMERERKVSMRLHRGAPVNISSSDLTGRQDTSRMSTSQIPGRVASSGLQSVVHR. The pIC50 is 9.1. (8) The small molecule is CCN(CC)CCCNC(=O)/C(=C/C=C/c1cc2cc(Cl)c(Cl)cc2[nH]1)OC. The target protein (P15313) has sequence MAMEIDSRPGGLPGSSCNLGAAREHMQAVTRNYITHPRVTYRTVCSVNGPLVVLDRVKFAQYAEIVHFTLPDGTQRSGQVLEVAGTKAIVQVFEGTSGIDARKTTCEFTGDILRTPVSEDMLGRVFNGSGKPIDKGPVVMAEDFLDINGQPINPHSRIYPEEMIQTGISPIDVMNSIARGQKIPIFSAAGLPHNEIAAQICRQAGLVKKSKAVLDYHDDNFAIVFAAMGVNMETARFFKSDFEQNGTMGNVCLFLNLANDPTIERIITPRLALTTAEFLAYQCEKHVLVILTDMSSYAEALREVSAAREEVPGRRGFPGYMYTDLATIYERAGRVEGRGGSITQIPILTMPNDDITHPIPDLTGFITEGQIYVDRQLHNRQIYPPINVLPSLSRLMKSAIGEGMTRKDHGDVSNQLYACYAIGKDVQAMKAVVGEEALTSEDLLYLEFLQKFEKNFINQGPYENRSVFESLDLGWKLLRIFPKEMLKRIPQAVIDEFYSR.... The pIC50 is 5.5. (9) The small molecule is CCCSc1nc2c(c(=O)n1-c1ccccc1)SCC2. The target protein sequence is MVLVLHHILIAVVQFLRRGQQVFLKPDEPPPPPQPCADSLQDALLSLGSVIDISGLQRAVKEALSAVLPRVETVYTYLLDGESQLVCEDPPHELPQEGKVREAIISQKRLGCNGLGFSDLPGKPLARLVAPLAPDTQVLVMPLADKEAGAVAAVILVHCGQLSDNEEWSLQAVEKHTLVALRRVQVLQQRGPREAPRAVQNPPEGTAEDQKGGAAYTDRDRKILQLCGELYDLDASSLQLKVLQYLQQETRASRCCLLLVSEDNLQLSCKVIGDKVLGEEVSFPLTGCLGQVVEDKKSIQLKDLTSEDVQQLQSMLGCELQAMLCVPVISRATDQVVALACAFNKLEGDLFTDEDEHVIQHCFHYTSTVLTSTLAFQKEQKLKCECQALLQVAKNLFTHLDDVSVLLQEIITEARNLSNAEICSVFLLDQNELVAKVFDGGVVDDESYEIRIPADQGIAGHVATTGQILNIPDAYAHPLFYRGVDDSTGFRTRNILCFPI.... The pIC50 is 4.0. (10) The drug is CC(=O)N[C@@H](CS)C(=O)N[C@@H](C)C(=O)N[C@H](C(=O)N[C@@H](CCC(N)=O)C(=O)N[C@@H](CC(C)C)C(=O)N[C@@H](CCCNC(=N)N)C(=O)N[C@@H](CCCNC(=N)N)C(=O)N[C@@H](Cc1ccccc1)C(=O)NCC(=O)N[C@@H](CC(=O)O)C(=O)N[C@@H](CCCCN)C(=O)N[C@@H](CC(C)C)C(=O)N[C@@H](CC(N)=O)C(=O)N[C@@H](Cc1ccccc1)C(=O)N[C@@H](CCCNC(=N)N)C(=O)N[C@@H](CCC(N)=O)C(=O)N[C@@H](CCCCN)C(=O)N[C@@H](CC(C)C)C(=O)N[C@@H](CC(C)C)C(=O)N[C@@H](CC(N)=O)C(N)=O)[C@@H](C)O. The target protein sequence is MFGLKRNAVIGLNLYCGGAGLGAGSGGATRPGGRLLATEKEASARREIGGGEAGAVIGGSAGASPPSTLTPDSRRVARPPPIGAEVPDVTATPARLLFFAPTRRAAPLEEMEAPAADAIMSPEEELDGYEPEPLGKRPAVLPLLELVGESGNNTSTDGSLPSTPPPAEEEEDELYRQSLEIISRYLREQATGAKDTKPMGRSGATSRKALETLRRVGDGVQRNHETAFQGMLRKLDIKNEDDVKSLSRVMIHVFSDGVTNWGRIVTLISFGAFVAKHLKTINQESCIEPLAESITDVLVRTKRDWLVKQRGWDGFVEFFHVEDLEGGIRNVLLAFAGVAGVGAGLAYLIR. The pIC50 is 6.6.